From a dataset of NCI-60 drug combinations with 297,098 pairs across 59 cell lines. Regression. Given two drug SMILES strings and cell line genomic features, predict the synergy score measuring deviation from expected non-interaction effect. (1) Drug 1: CS(=O)(=O)C1=CC(=C(C=C1)C(=O)NC2=CC(=C(C=C2)Cl)C3=CC=CC=N3)Cl. Drug 2: C1=CC(=CC=C1CCCC(=O)O)N(CCCl)CCCl. Cell line: KM12. Synergy scores: CSS=13.1, Synergy_ZIP=-7.29, Synergy_Bliss=-6.71, Synergy_Loewe=-3.96, Synergy_HSA=-3.53. (2) Drug 1: C1=CC=C(C=C1)NC(=O)CCCCCCC(=O)NO. Drug 2: CCN(CC)CCCC(C)NC1=C2C=C(C=CC2=NC3=C1C=CC(=C3)Cl)OC. Cell line: OVCAR3. Synergy scores: CSS=24.5, Synergy_ZIP=-9.18, Synergy_Bliss=-5.76, Synergy_Loewe=-24.2, Synergy_HSA=-2.00. (3) Drug 1: CCC1(CC2CC(C3=C(CCN(C2)C1)C4=CC=CC=C4N3)(C5=C(C=C6C(=C5)C78CCN9C7C(C=CC9)(C(C(C8N6C)(C(=O)OC)O)OC(=O)C)CC)OC)C(=O)OC)O.OS(=O)(=O)O. Drug 2: COCCOC1=C(C=C2C(=C1)C(=NC=N2)NC3=CC=CC(=C3)C#C)OCCOC.Cl. Cell line: MCF7. Synergy scores: CSS=-1.31, Synergy_ZIP=-1.37, Synergy_Bliss=-3.50, Synergy_Loewe=-3.64, Synergy_HSA=-3.56.